From a dataset of Full USPTO retrosynthesis dataset with 1.9M reactions from patents (1976-2016). Predict the reactants needed to synthesize the given product. (1) Given the product [C:1]([C:5]1[CH:10]=[CH:9][C:8]([S:11]([N:14]([C:15]2[CH:20]=[CH:19][C:18]([CH3:21])=[CH:17][CH:16]=2)[CH2:22][C:23]([N:28]([CH2:26][CH3:27])[CH2:29][C:30]2[CH:35]=[CH:34][CH:33]=[C:32]([CH3:36])[N:31]=2)=[O:24])(=[O:12])=[O:13])=[CH:7][CH:6]=1)([CH3:4])([CH3:3])[CH3:2], predict the reactants needed to synthesize it. The reactants are: [C:1]([C:5]1[CH:10]=[CH:9][C:8]([S:11]([N:14]([CH2:22][C:23](O)=[O:24])[C:15]2[CH:20]=[CH:19][C:18]([CH3:21])=[CH:17][CH:16]=2)(=[O:13])=[O:12])=[CH:7][CH:6]=1)([CH3:4])([CH3:3])[CH3:2].[CH2:26]([NH:28][CH2:29][C:30]1[CH:35]=[CH:34][CH:33]=[C:32]([CH3:36])[N:31]=1)[CH3:27]. (2) Given the product [C:18]([N:1]1[C:9]2[C:4](=[CH:5][CH:6]=[C:7]([CH:10]=[O:11])[CH:8]=2)[CH:3]=[CH:2]1)(=[O:20])[CH3:19], predict the reactants needed to synthesize it. The reactants are: [NH:1]1[C:9]2[C:4](=[CH:5][CH:6]=[C:7]([CH:10]=[O:11])[CH:8]=2)[CH:3]=[CH:2]1.N1C=CC=CC=1.[C:18](OC(=O)C)(=[O:20])[CH3:19]. (3) Given the product [CH3:15][CH:14]([CH3:16])[CH2:13][C@H:9]([NH:8][C:6](=[O:7])[O:5][C:1]([CH3:2])([CH3:3])[CH3:4])[C:10](=[O:12])[N:17]1[CH2:22][CH2:21][NH:20][CH2:19][CH2:18]1, predict the reactants needed to synthesize it. The reactants are: [C:1]([O:5][C:6]([NH:8][C@@H:9]([CH2:13][CH:14]([CH3:16])[CH3:15])[C:10]([OH:12])=O)=[O:7])([CH3:4])([CH3:3])[CH3:2].[NH:17]1[CH2:22][CH2:21][NH:20][CH2:19][CH2:18]1.C1CCC(N=C=NC2CCCCC2)CC1. (4) Given the product [CH2:16]([O:15][C:11](=[O:14])[CH2:12][CH2:13][NH:4][CH2:5][C:6]([O:8][CH2:9][CH3:10])=[O:7])[CH3:17], predict the reactants needed to synthesize it. The reactants are: [OH-].[Na+].Cl.[NH2:4][CH2:5][C:6]([O:8][CH2:9][CH3:10])=[O:7].[C:11]([O:15][CH2:16][CH3:17])(=[O:14])[CH:12]=[CH2:13].